Dataset: Peptide-MHC class II binding affinity with 134,281 pairs from IEDB. Task: Regression. Given a peptide amino acid sequence and an MHC pseudo amino acid sequence, predict their binding affinity value. This is MHC class II binding data. The peptide sequence is LQSLTNLLSSNLSWL. The MHC is DRB1_1101 with pseudo-sequence DRB1_1101. The binding affinity (normalized) is 0.472.